This data is from Full USPTO retrosynthesis dataset with 1.9M reactions from patents (1976-2016). The task is: Predict the reactants needed to synthesize the given product. (1) Given the product [Cl:16][C:17]1[C:22]([Cl:23])=[CH:21][CH:20]=[CH:19][C:18]=1[CH2:24][C:25]#[N:26], predict the reactants needed to synthesize it. The reactants are: Cl.NC(N)=N.C[O-].[Na+].C1(C)C=CC=CC=1.[Cl:16][C:17]1[C:22]([Cl:23])=[CH:21][CH:20]=[CH:19][C:18]=1[C:24](=C(OCC)CF)[C:25]#[N:26]. (2) Given the product [Br:6][C:7]1[CH:8]=[N:9][CH:10]=[C:11]([CH:15]=1)[C:12]([O:14][CH3:16])=[O:13], predict the reactants needed to synthesize it. The reactants are: OS(O)(=O)=O.[Br:6][C:7]1[CH:8]=[N:9][CH:10]=[C:11]([CH:15]=1)[C:12]([OH:14])=[O:13].[CH3:16]O. (3) Given the product [CH2:1]([C:3]1[N:7]([CH2:8][C:9]2[CH:10]=[CH:11][C:12]([F:15])=[CH:13][CH:14]=2)[C:6]([CH2:16][NH:17][CH2:18][C:19]2[CH:20]=[C:21]([CH2:26][OH:27])[CH:22]=[C:23]([CH3:25])[N:24]=2)=[N:5][CH:4]=1)[CH3:2], predict the reactants needed to synthesize it. The reactants are: [CH2:1]([C:3]1[N:7]([CH2:8][C:9]2[CH:14]=[CH:13][C:12]([F:15])=[CH:11][CH:10]=2)[C:6]([CH2:16][NH:17][CH2:18][C:19]2[N:24]=[C:23]([CH3:25])[CH:22]=[C:21]([C:26](OC)=[O:27])[CH:20]=2)=[N:5][CH:4]=1)[CH3:2].[BH4-].[Na+]. (4) Given the product [Br:20][CH2:11][C:8]1([CH2:1][C:2]2[CH:7]=[CH:6][CH:5]=[CH:4][CH:3]=2)[CH2:10][CH2:9]1, predict the reactants needed to synthesize it. The reactants are: [CH2:1]([C:8]1([CH2:11]O)[CH2:10][CH2:9]1)[C:2]1[CH:7]=[CH:6][CH:5]=[CH:4][CH:3]=1.N1C=CC=CC=1.C(Br)(Br)(Br)[Br:20].C1(P(C2C=CC=CC=2)C2C=CC=CC=2)C=CC=CC=1.C([O-])(O)=O.[Na+]. (5) Given the product [F:40][C:41]([F:46])([F:45])[C:42]([OH:44])=[O:43].[F:1][C:2]1[CH:7]=[C:6]([F:8])[C:5]([F:9])=[CH:4][C:3]=1[C@@H:10]1[C@@H:15]([NH2:16])[CH2:14][C@@H:13]([N:24]2[CH2:31][C:30]3[C:26](=[N:27][N:28]([S:32]([CH:35]4[CH2:39][CH2:38][CH2:37][CH2:36]4)(=[O:34])=[O:33])[CH:29]=3)[CH2:25]2)[CH2:12][O:11]1, predict the reactants needed to synthesize it. The reactants are: [F:1][C:2]1[CH:7]=[C:6]([F:8])[C:5]([F:9])=[CH:4][C:3]=1[C@@H:10]1[C@@H:15]([NH:16]C(=O)OC(C)(C)C)[CH2:14][C@@H:13]([N:24]2[CH2:31][C:30]3[C:26](=[N:27][N:28]([S:32]([CH:35]4[CH2:39][CH2:38][CH2:37][CH2:36]4)(=[O:34])=[O:33])[CH:29]=3)[CH2:25]2)[CH2:12][O:11]1.[F:40][C:41]([F:46])([F:45])[C:42]([OH:44])=[O:43]. (6) Given the product [CH3:8][C:4]1[CH:5]=[CH:6][CH:7]=[C:2]([CH3:1])[C:3]=1[NH:9][C:10](=[O:41])[C:11]1[CH:12]=[CH:13][C:14]([NH:17][C:18]2[N:19]=[C:20]([C:35]3[CH:36]=[CH:37][CH:38]=[CH:39][CH:40]=3)[C:21]3[CH2:27][CH2:26][NH:25][CH2:24][C:22]=3[N:23]=2)=[CH:15][CH:16]=1, predict the reactants needed to synthesize it. The reactants are: [CH3:1][C:2]1[CH:7]=[CH:6][CH:5]=[C:4]([CH3:8])[C:3]=1[NH:9][C:10](=[O:41])[C:11]1[CH:16]=[CH:15][C:14]([NH:17][C:18]2[N:19]=[C:20]([C:35]3[CH:40]=[CH:39][CH:38]=[CH:37][CH:36]=3)[C:21]3[CH2:27][CH2:26][N:25](CC4C=CC=CC=4)[CH2:24][C:22]=3[N:23]=2)=[CH:13][CH:12]=1.C1CC=CCC=1. (7) Given the product [CH2:21]([C@H:4]1[C@H:3]([CH3:23])[C@@H:2]([NH:1][C:25]2[CH:30]=[CH:29][CH:28]=[C:27]([O:31][CH3:32])[N:26]=2)[C:11]2[C:6](=[CH:7][CH:8]=[C:9]([N:12]3[CH2:13][CH2:14][O:15][CH2:16][CH2:17]3)[CH:10]=2)[N:5]1[C:18](=[O:20])[CH3:19])[CH3:22], predict the reactants needed to synthesize it. The reactants are: [NH2:1][C@H:2]1[C:11]2[C:6](=[CH:7][CH:8]=[C:9]([N:12]3[CH2:17][CH2:16][O:15][CH2:14][CH2:13]3)[CH:10]=2)[N:5]([C:18](=[O:20])[CH3:19])[C@@H:4]([CH2:21][CH3:22])[C@@H:3]1[CH3:23].Br[C:25]1[CH:30]=[CH:29][CH:28]=[C:27]([O:31][CH3:32])[N:26]=1.CN(C1C(C2C(P(C3CCCCC3)C3CCCCC3)=CC=CC=2)=CC=CC=1)C.CC(C)([O-])C.[Na+]. (8) Given the product [Cl:1][C:2]1[N:3]=[C:4]2[CH:9]=[CH:8][C:7]([Cl:10])=[N:6][N:5]2[C:11]=1[S:12]([N:15]=[CH:18][N:19]([CH3:21])[CH3:20])(=[O:14])=[O:13], predict the reactants needed to synthesize it. The reactants are: [Cl:1][C:2]1[N:3]=[C:4]2[CH:9]=[CH:8][C:7]([Cl:10])=[N:6][N:5]2[C:11]=1[S:12]([NH2:15])(=[O:14])=[O:13].CO[CH:18](OC)[N:19]([CH3:21])[CH3:20]. (9) The reactants are: [CH2:1]([O:8][C:9]1[CH:10]=[C:11]([C:16]2[N:21]=[C:20]([C:22]([O:24][CH3:25])=[O:23])[CH:19]=[CH:18][C:17]=2OS(C(F)(F)F)(=O)=O)[CH:12]=[CH:13][C:14]=1[Cl:15])[C:2]1[CH:7]=[CH:6][CH:5]=[CH:4][CH:3]=1.[NH:34]1[CH2:38][CH2:37][CH2:36][C:35]1=[O:39].C(=O)([O-])[O-].[Cs+].[Cs+].[NH4+].[Cl-]. Given the product [CH2:1]([O:8][C:9]1[CH:10]=[C:11]([C:16]2[N:21]=[C:20]([C:22]([O:24][CH3:25])=[O:23])[CH:19]=[CH:18][C:17]=2[N:34]2[CH2:38][CH2:37][CH2:36][C:35]2=[O:39])[CH:12]=[CH:13][C:14]=1[Cl:15])[C:2]1[CH:7]=[CH:6][CH:5]=[CH:4][CH:3]=1, predict the reactants needed to synthesize it.